From a dataset of Forward reaction prediction with 1.9M reactions from USPTO patents (1976-2016). Predict the product of the given reaction. (1) Given the reactants Cl.Cl[C:3]1[C:12]2[C:7](=[CH:8][CH:9]=[CH:10][CH:11]=2)[C:6]([NH:13][C:14]2[CH:19]=[CH:18][C:17]([Cl:20])=[CH:16][CH:15]=2)=[N:5][N:4]=1.[NH2:21][CH2:22][C:23]1[CH:28]=[CH:27][N:26]=[CH:25][CH:24]=1, predict the reaction product. The product is: [Cl:20][C:17]1[CH:18]=[CH:19][C:14]([NH:13][C:6]2[C:7]3[C:12](=[CH:11][CH:10]=[CH:9][CH:8]=3)[C:3]([NH:21][CH2:22][C:23]3[CH:28]=[CH:27][N:26]=[CH:25][CH:24]=3)=[N:4][N:5]=2)=[CH:15][CH:16]=1. (2) Given the reactants [CH3:1][O:2][C:3]([O:5][CH:6]1[O:11][C:9](=[O:10])[C:8]([Br:12])=[C:7]1Br)=[O:4].[NH2:14][C:15]1[CH:20]=[CH:19][CH:18]=[CH:17][CH:16]=1, predict the reaction product. The product is: [CH3:1][O:2][C:3]([O:5][CH:6]1[O:11][C:9](=[O:10])[C:8]([Br:12])=[C:7]1[NH:14][C:15]1[CH:20]=[CH:19][CH:18]=[CH:17][CH:16]=1)=[O:4]. (3) Given the reactants [Cl:1][C:2]1[CH:7]=[CH:6][C:5]([C:8]2[N:9]=[C:10]([C:18]3[CH:23]=[CH:22][CH:21]=[CH:20][CH:19]=3)[O:11][C:12]=2[CH2:13][CH2:14][C:15]([OH:17])=O)=[CH:4][CH:3]=1.C(N(CC)CC)C.C(Cl)(=O)OCC.[NH2:37][C:38]1[CH:43]=[CH:42][C:41]([P:44](=[O:51])([O:48][CH2:49][CH3:50])[O:45][CH2:46][CH3:47])=[CH:40][CH:39]=1, predict the reaction product. The product is: [Cl:1][C:2]1[CH:3]=[CH:4][C:5]([C:8]2[N:9]=[C:10]([C:18]3[CH:19]=[CH:20][CH:21]=[CH:22][CH:23]=3)[O:11][C:12]=2[CH2:13][CH2:14][C:15]([NH:37][C:38]2[CH:43]=[CH:42][C:41]([P:44]([O:48][CH2:49][CH3:50])([O:45][CH2:46][CH3:47])=[O:51])=[CH:40][CH:39]=2)=[O:17])=[CH:6][CH:7]=1. (4) The product is: [CH2:37]([O:36][C:25]1[C:26]([CH:33]([CH3:34])[CH3:35])=[CH:27][C:28]([CH:30]([CH3:32])[CH3:31])=[CH:29][C:24]=1[C:21]1[N:19]2[CH:20]=[C:15]([CH2:13][OH:12])[CH:16]=[CH:17][C:18]2=[N:23][CH:22]=1)[CH3:38]. Given the reactants [H-].C([Al+]CC(C)C)C(C)C.C[O:12][C:13]([C:15]1[CH:16]=[CH:17][C:18]2[N:19]([C:21]([C:24]3[CH:29]=[C:28]([CH:30]([CH3:32])[CH3:31])[CH:27]=[C:26]([CH:33]([CH3:35])[CH3:34])[C:25]=3[O:36][CH2:37][CH3:38])=[CH:22][N:23]=2)[CH:20]=1)=O, predict the reaction product. (5) Given the reactants [NH2:1][C:2]1[CH:7]=[CH:6][C:5]([Cl:8])=[CH:4][C:3]=1[C:9]([C:11]1[C:12]([CH3:17])=[N:13][CH:14]=[CH:15][CH:16]=1)=[O:10].[CH3:18][O:19][C:20](=[O:33])[CH2:21][CH2:22][C:23]1[CH:28]=[CH:27][C:26]([S:29](Cl)(=[O:31])=[O:30])=[CH:25][CH:24]=1, predict the reaction product. The product is: [CH3:18][O:19][C:20](=[O:33])[CH2:21][CH2:22][C:23]1[CH:28]=[CH:27][C:26]([S:29](=[O:30])(=[O:31])[NH:1][C:2]2[CH:7]=[CH:6][C:5]([Cl:8])=[CH:4][C:3]=2[C:9]([C:11]2[C:12]([CH3:17])=[N:13][CH:14]=[CH:15][CH:16]=2)=[O:10])=[CH:25][CH:24]=1. (6) The product is: [OH:12][C:7]1[CH:6]=[C:5]([CH2:14][C:15]([OH:17])=[O:16])[CH:4]=[C:3]([O:2][CH3:1])[C:8]=1[N+:9]([O-:11])=[O:10]. Given the reactants [CH3:1][O:2][C:3]1[CH:4]=[C:5]([CH2:14][C:15]([OH:17])=[O:16])[CH:6]=[C:7]([O:12]C)[C:8]=1[N+:9]([O-:11])=[O:10].Cl.N1C=CC=CC=1, predict the reaction product. (7) Given the reactants [Cr](O[Cr]([O-])(=O)=O)([O-])(=O)=O.[NH+]1C=CC=CC=1.[NH+]1C=CC=CC=1.CN(C=O)C.[CH3:27][C:28]1([CH3:37])[O:32][C@H:31]2[CH2:33][O:34][CH:35]([OH:36])[C@H:30]2[O:29]1.[O-][Si]([O-])=O.[Mg+2], predict the reaction product. The product is: [CH3:27][C:28]1([CH3:37])[O:32][C@H:31]2[CH2:33][O:34][C:35](=[O:36])[C@H:30]2[O:29]1.